Dataset: Peptide-MHC class I binding affinity with 185,985 pairs from IEDB/IMGT. Task: Regression. Given a peptide amino acid sequence and an MHC pseudo amino acid sequence, predict their binding affinity value. This is MHC class I binding data. The peptide sequence is HLTKTDKKY. The MHC is HLA-A33:01 with pseudo-sequence HLA-A33:01. The binding affinity (normalized) is 0.0163.